From a dataset of Forward reaction prediction with 1.9M reactions from USPTO patents (1976-2016). Predict the product of the given reaction. (1) Given the reactants Cl[C:2]1[N:7]=[C:6]([N:8]2[CH:12]=[CH:11][CH:10]=[C:9]2[CH3:13])[CH:5]=[CH:4][N:3]=1.Cl.[NH2:15][C@H:16]([C:18]1[C:19](=[O:29])[NH:20][C:21]2[C:26]([CH:27]=1)=[CH:25][C:24]([Cl:28])=[CH:23][CH:22]=2)[CH3:17].CCN(C(C)C)C(C)C.CCOC(C)=O, predict the reaction product. The product is: [Cl:28][C:24]1[CH:25]=[C:26]2[C:21](=[CH:22][CH:23]=1)[NH:20][C:19](=[O:29])[C:18]([C@@H:16]([NH:15][C:2]1[N:7]=[C:6]([N:8]3[CH:12]=[CH:11][CH:10]=[C:9]3[CH3:13])[CH:5]=[CH:4][N:3]=1)[CH3:17])=[CH:27]2. (2) Given the reactants [CH:1]1([C:4]2[N:9]=[C:8]([C:10]([NH:12][C:13]3[CH:17]=[N:16][N:15]([CH3:18])[C:14]=3[C:19](O)=[O:20])=[O:11])[C:7]([NH:22][C:23]3[CH:24]=[N:25][CH:26]=[N:27][CH:28]=3)=[N:6][CH:5]=2)[CH2:3][CH2:2]1.Cl.Cl.[CH3:31][N:32]1[CH2:35][CH:34]([NH2:36])[CH2:33]1, predict the reaction product. The product is: [CH3:18][N:15]1[C:14]([C:19](=[O:20])[NH:36][CH:34]2[CH2:35][N:32]([CH3:31])[CH2:33]2)=[C:13]([NH:12][C:10]([C:8]2[C:7]([NH:22][C:23]3[CH:24]=[N:25][CH:26]=[N:27][CH:28]=3)=[N:6][CH:5]=[C:4]([CH:1]3[CH2:3][CH2:2]3)[N:9]=2)=[O:11])[CH:17]=[N:16]1. (3) Given the reactants C1(P(C2C=CC=CC=2)C2C=CC3C(=CC=CC=3)C=2C2C3C(=CC=CC=3)C=CC=2P(C2C=CC=CC=2)C2C=CC=CC=2)C=CC=CC=1.I[C:48]1[CH:53]=[CH:52][C:51]([O:54][CH:55]2[CH2:60][CH2:59][N:58]([CH:61]([CH3:63])[CH3:62])[CH2:57][CH2:56]2)=[CH:50][CH:49]=1.[N:64]1([C:70]([O:72][C:73]([CH3:76])([CH3:75])[CH3:74])=[O:71])[CH2:69][CH2:68][NH:67][CH2:66][CH2:65]1.CC(C)([O-])C.[Na+], predict the reaction product. The product is: [CH3:62][CH:61]([N:58]1[CH2:59][CH2:60][CH:55]([O:54][C:51]2[CH:52]=[CH:53][C:48]([N:67]3[CH2:66][CH2:65][N:64]([C:70]([O:72][C:73]([CH3:76])([CH3:75])[CH3:74])=[O:71])[CH2:69][CH2:68]3)=[CH:49][CH:50]=2)[CH2:56][CH2:57]1)[CH3:63]. (4) Given the reactants [Br:1][C:2]1[CH:3]=[CH:4][C:5]([C:8]([CH3:13])([CH3:12])[C:9]([OH:11])=O)=[N:6][CH:7]=1.[CH:14]1([NH2:20])[CH2:19][CH2:18][CH2:17][CH2:16][CH2:15]1.CCCP(=O)=O, predict the reaction product. The product is: [Br:1][C:2]1[CH:3]=[CH:4][C:5]([C:8]([CH3:13])([CH3:12])[C:9]([NH:20][CH:14]2[CH2:19][CH2:18][CH2:17][CH2:16][CH2:15]2)=[O:11])=[N:6][CH:7]=1. (5) Given the reactants [NH2:1][CH:2]([C:10]1[C:15]([O:16][CH3:17])=[CH:14][CH:13]=[CH:12][C:11]=1[O:18][CH3:19])[CH2:3][CH2:4][CH2:5][C:6]([O:8]C)=O.[Cl:20][C:21]1[CH:28]=[CH:27][C:26]([C:29]2[CH:34]=[CH:33][CH:32]=[CH:31][N:30]=2)=[CH:25][C:22]=1[CH:23]=O, predict the reaction product. The product is: [Cl:20][C:21]1[CH:28]=[CH:27][C:26]([C:29]2[CH:34]=[CH:33][CH:32]=[CH:31][N:30]=2)=[CH:25][C:22]=1[CH2:23][N:1]1[CH:2]([C:10]2[C:15]([O:16][CH3:17])=[CH:14][CH:13]=[CH:12][C:11]=2[O:18][CH3:19])[CH2:3][CH2:4][CH2:5][C:6]1=[O:8]. (6) Given the reactants [F:1][C:2]1[CH:7]=[CH:6][C:5](B(O)O)=[CH:4][CH:3]=1.[Br:11][C:12]1[C:16]([F:17])=[CH:15][NH:14][N:13]=1, predict the reaction product. The product is: [Br:11][C:12]1[C:16]([F:17])=[CH:15][N:14]([C:5]2[CH:6]=[CH:7][C:2]([F:1])=[CH:3][CH:4]=2)[N:13]=1. (7) Given the reactants [NH2:1][C:2]1[N:7]=[CH:6][C:5]([C:8]2[CH:17]=[CH:16][C:11]([C:12]([NH:14][CH3:15])=[O:13])=[C:10]([F:18])[CH:9]=2)=[CH:4][N:3]=1.Cl[CH2:20][CH:21]=O, predict the reaction product. The product is: [F:18][C:10]1[CH:9]=[C:8]([C:5]2[CH:4]=[N:3][C:2]3[N:7]([CH:20]=[CH:21][N:1]=3)[CH:6]=2)[CH:17]=[CH:16][C:11]=1[C:12]([NH:14][CH3:15])=[O:13].